The task is: Predict which catalyst facilitates the given reaction.. This data is from Catalyst prediction with 721,799 reactions and 888 catalyst types from USPTO. (1) Reactant: [F:1][C:2]1[CH:12]=[CH:11][C:5]([C:6]([N:8]([CH3:10])[NH2:9])=O)=[CH:4][CH:3]=1.[C:13]([O:19][CH2:20][CH3:21])(=[O:18])[CH2:14][C:15]([CH3:17])=O. Product: [F:1][C:2]1[CH:12]=[CH:11][C:5]([C:6]2[N:8]([CH3:10])[N:9]=[C:15]([CH3:17])[C:14]=2[C:13]([O:19][CH2:20][CH3:21])=[O:18])=[CH:4][CH:3]=1. The catalyst class is: 8. (2) Reactant: [CH3:1][O:2][C:3]1[N:8]=[N:7][C:6]([C:9]2[CH:10]=[C:11]([CH:15]=[CH:16][C:17]=2[CH3:18])[C:12](O)=[O:13])=[CH:5][C:4]=1[N:19]1[CH2:24][CH2:23][O:22][CH2:21][CH2:20]1.ClC(N(C)C)=C(C)C.[F:33][C:34]([F:43])([F:42])[C:35]1[CH:40]=[C:39]([NH2:41])[CH:38]=[CH:37][N:36]=1. Product: [CH3:1][O:2][C:3]1[N:8]=[N:7][C:6]([C:9]2[CH:10]=[C:11]([CH:15]=[CH:16][C:17]=2[CH3:18])[C:12]([NH:41][C:39]2[CH:38]=[CH:37][N:36]=[C:35]([C:34]([F:43])([F:33])[F:42])[CH:40]=2)=[O:13])=[CH:5][C:4]=1[N:19]1[CH2:24][CH2:23][O:22][CH2:21][CH2:20]1. The catalyst class is: 2. (3) Reactant: [CH3:1][C@H:2]1[CH2:7][NH:6][C@H:5]([CH3:8])[CH2:4][N:3]1[C@H:9]([C:23]1[CH:28]=[CH:27][CH:26]=[C:25]([OH:29])[CH:24]=1)[C:10]1[CH:22]=[CH:21][C:13]([C:14]([N:16]([CH2:19][CH3:20])[CH2:17][CH3:18])=[O:15])=[CH:12][CH:11]=1.[I-].[Na+].C(N(CC)CC)C.Br[CH2:40][C:41]1[CH:50]=[CH:49][C:44]([C:45]([O:47][CH3:48])=[O:46])=[CH:43][CH:42]=1. Product: [CH2:17]([N:16]([CH2:19][CH3:20])[C:14]([C:13]1[CH:21]=[CH:22][C:10]([C@@H:9]([C:23]2[CH:28]=[CH:27][CH:26]=[C:25]([OH:29])[CH:24]=2)[N:3]2[C@@H:2]([CH3:1])[CH2:7][N:6]([CH2:40][C:41]3[CH:50]=[CH:49][C:44]([C:45]([O:47][CH3:48])=[O:46])=[CH:43][CH:42]=3)[C@H:5]([CH3:8])[CH2:4]2)=[CH:11][CH:12]=1)=[O:15])[CH3:18]. The catalyst class is: 10. (4) Reactant: [NH2:1][C:2]1[CH:7]=[C:6]([OH:8])[CH:5]=[CH:4][C:3]=1[S:9][C:10]1[CH:15]=[CH:14][C:13]([NH:16][C:17](=[O:19])[CH3:18])=[CH:12][CH:11]=1.Br[CH2:21][C:22]#[N:23].C(=O)([O-])[O-].[K+].[K+]. Product: [NH2:1][C:2]1[CH:7]=[C:6]([O:8][CH2:21][C:22]#[N:23])[CH:5]=[CH:4][C:3]=1[S:9][C:10]1[CH:15]=[CH:14][C:13]([NH:16][C:17](=[O:19])[CH3:18])=[CH:12][CH:11]=1. The catalyst class is: 3.